This data is from Full USPTO retrosynthesis dataset with 1.9M reactions from patents (1976-2016). The task is: Predict the reactants needed to synthesize the given product. The reactants are: C([O:3][C:4]([C:6]1[S:10][C:9]([C:11]2[CH:16]=[CH:15][C:14]([O:17][CH2:18][CH:19]([CH3:21])[CH3:20])=[C:13]([C:22]#[N:23])[CH:12]=2)=[N:8][C:7]=1[CH3:24])=[O:5])C.[OH-].[Na+].Cl. Given the product [CH3:24][C:7]1[N:8]=[C:9]([C:11]2[CH:16]=[CH:15][C:14]([O:17][CH2:18][CH:19]([CH3:21])[CH3:20])=[C:13]([C:22]#[N:23])[CH:12]=2)[S:10][C:6]=1[C:4]([OH:5])=[O:3], predict the reactants needed to synthesize it.